This data is from Reaction yield outcomes from USPTO patents with 853,638 reactions. The task is: Predict the reaction yield, written as a fraction of the theoretical maximum amount of product (1.0 means a 100% yield; for example, 0.34 means a 34% yield). (1) The reactants are I[C:2]1[C:10]2[C:5](=[CH:6][CH:7]=[C:8]([N+:11]([O-:13])=[O:12])[CH:9]=2)[N:4]([C:14]([O:16][C:17]([CH3:20])([CH3:19])[CH3:18])=[O:15])[N:3]=1.C(N(CC)CC)C.[C:28]([O:32][CH3:33])(=[O:31])[CH:29]=[CH2:30]. The catalyst is CN(C=O)C.O.[I-].C([N+](CCCC)(CCCC)CCCC)CCC. The product is [CH3:33][O:32][C:28](=[O:31])[CH:29]=[CH:30][C:2]1[C:10]2[C:5](=[CH:6][CH:7]=[C:8]([N+:11]([O-:13])=[O:12])[CH:9]=2)[N:4]([C:14]([O:16][C:17]([CH3:20])([CH3:19])[CH3:18])=[O:15])[N:3]=1. The yield is 0.370. (2) The reactants are [NH:1]1[CH2:4][CH2:3][C:2]1=[O:5].C([O-])([O-])=O.[K+].[K+].[C@@H]1(N)CCCC[C@H]1N.Br[C:21]1[CH:26]=[CH:25][C:24]([O:27][CH3:28])=[CH:23][CH:22]=1. The catalyst is [Cu]I.O1CCOCC1. The product is [CH3:28][O:27][C:24]1[CH:25]=[CH:26][C:21]([N:1]2[CH2:4][CH2:3][C:2]2=[O:5])=[CH:22][CH:23]=1. The yield is 0.590. (3) The reactants are [CH2:1]([Li])[CH2:2][CH2:3][CH3:4].[C:6]([C:9]1[C:10]([O:27][CH2:28][C:29]2[CH:34]=[CH:33][CH:32]=[CH:31][CH:30]=2)=[CH:11][C:12]([O:19]CC2C=CC=CC=2)=[C:13]([CH:18]=1)[C:14]([O:16][CH3:17])=[O:15])(=O)[CH3:7].[CH3:35]O.O1C[CH2:40][CH2:39][CH2:38]1. The catalyst is [Br-].C[P+](C1C=CC=CC=1)(C1C=CC=CC=1)C1C=CC=CC=1. The product is [CH2:1]([O:19][C:12]1[CH:11]=[C:10]([O:27][CH2:28][C:29]2[CH:34]=[CH:33][CH:32]=[CH:31][CH:30]=2)[C:9]([C:6]([CH3:35])=[CH2:7])=[CH:18][C:13]=1[C:14]([O:16][CH3:17])=[O:15])[C:2]1[CH:40]=[CH:39][CH:38]=[CH:4][CH:3]=1. The yield is 0.360. (4) The reactants are [CH:1]([C:4]1[CH:9]=[CH:8][C:7]([CH:10]2[C:14]3[C:15]([CH3:20])=[CH:16][C:17]([CH3:19])=[CH:18][C:13]=3[O:12][C:11]2=[O:21])=[CH:6][CH:5]=1)([CH3:3])[CH3:2]. The catalyst is C(OCC)(=O)C.CCCCCC. The product is [OH:21][CH2:11][CH:10]([C:14]1[C:15]([CH3:20])=[CH:16][C:17]([CH3:19])=[CH:18][C:13]=1[OH:12])[C:7]1[CH:6]=[CH:5][C:4]([CH:1]([CH3:3])[CH3:2])=[CH:9][CH:8]=1. The yield is 0.930.